From a dataset of Reaction yield outcomes from USPTO patents with 853,638 reactions. Predict the reaction yield, written as a fraction of the theoretical maximum amount of product (1.0 means a 100% yield; for example, 0.34 means a 34% yield). (1) The reactants are [Br:1][C:2]1[CH:3]=[C:4]([N+:13]([O-])=O)[C:5]([CH3:12])=[C:6]([CH:11]=1)[C:7]([O:9][CH3:10])=[O:8].[NH4+].[Cl-]. The catalyst is C(O)C.[Fe]. The yield is 0.991. The product is [NH2:13][C:4]1[C:5]([CH3:12])=[C:6]([CH:11]=[C:2]([Br:1])[CH:3]=1)[C:7]([O:9][CH3:10])=[O:8]. (2) The product is [ClH:24].[Cl:24][C:25]1[CH:30]=[CH:29][C:28]([S:31]([N:13]2[C:14]([C:16]3[CH:17]=[CH:18][CH:19]=[CH:20][CH:21]=3)=[CH:15][C:11]([CH2:10][NH:2][CH3:3])=[CH:12]2)(=[O:33])=[O:32])=[CH:27][CH:26]=1. The reactants are C[N:2]([CH2:10][C:11]1[CH:15]=[C:14]([C:16]2[CH:21]=[CH:20][CH:19]=[CH:18][CH:17]=2)[NH:13][CH:12]=1)[C:3](=O)OC(C)(C)C.[H-].[Na+].[Cl:24][C:25]1[CH:30]=[CH:29][C:28]([S:31](Cl)(=[O:33])=[O:32])=[CH:27][CH:26]=1. The yield is 0.400. The catalyst is CN(C)C=O. (3) The reactants are [CH3:1][C:2]1[N:10]=[CH:9][CH:8]=[C:7]([CH3:11])[C:3]=1[C:4]([OH:6])=O.O=S(Cl)Cl.[NH2:16][C:17]1[CH:18]=[C:19]([CH2:24][C:25]([NH:27][CH:28]([C:35]2[CH:40]=[CH:39][C:38]([Cl:41])=[CH:37][C:36]=2[CH3:42])[C:29]2[CH:34]=[CH:33][CH:32]=[CH:31][CH:30]=2)=[O:26])[CH:20]=[CH:21][C:22]=1[OH:23].CCN(C(C)C)C(C)C. The catalyst is C(Cl)Cl.O. The product is [Cl:41][C:38]1[CH:39]=[CH:40][C:35]([CH:28]([NH:27][C:25](=[O:26])[CH2:24][C:19]2[CH:20]=[CH:21][C:22]([OH:23])=[C:17]([NH:16][C:4](=[O:6])[C:3]3[C:7]([CH3:11])=[CH:8][CH:9]=[N:10][C:2]=3[CH3:1])[CH:18]=2)[C:29]2[CH:34]=[CH:33][CH:32]=[CH:31][CH:30]=2)=[C:36]([CH3:42])[CH:37]=1. The yield is 0.620. (4) The reactants are [CH3:1][O:2][C:3](=[O:11])[CH2:4][C:5]1([NH2:10])[CH2:9][CH2:8][CH2:7][CH2:6]1.[F:12][C:13]1[CH:20]=[CH:19][C:16]([CH:17]=O)=[CH:15][CH:14]=1.C(O)(=O)C.C(O[BH-](OC(=O)C)OC(=O)C)(=O)C.[Na+]. The catalyst is CO.C(=O)(O)[O-].[Na+]. The product is [CH3:1][O:2][C:3](=[O:11])[CH2:4][C:5]1([NH:10][CH2:17][C:16]2[CH:19]=[CH:20][C:13]([F:12])=[CH:14][CH:15]=2)[CH2:6][CH2:7][CH2:8][CH2:9]1. The yield is 0.500. (5) The reactants are [Si:1]([O:8][CH2:9][C:10]1[N:11]([CH3:26])[C:12]2[C:17]([CH:18]=1)=[CH:16][C:15]1[CH:19]([OH:25])[CH2:20][CH2:21][CH2:22][CH2:23][CH2:24][C:14]=1[CH:13]=2)([C:4]([CH3:7])([CH3:6])[CH3:5])([CH3:3])[CH3:2].C([O-])(O)=O.[Na+].CC(OI1(OC(C)=O)(OC(C)=O)OC(=O)C2C=CC=CC1=2)=O. The catalyst is C(Cl)Cl. The product is [Si:1]([O:8][CH2:9][C:10]1[N:11]([CH3:26])[C:12]2[C:17]([CH:18]=1)=[CH:16][C:15]1[C:19](=[O:25])[CH2:20][CH2:21][CH2:22][CH2:23][CH2:24][C:14]=1[CH:13]=2)([C:4]([CH3:7])([CH3:6])[CH3:5])([CH3:3])[CH3:2]. The yield is 0.530. (6) The product is [Cl:14][C:10]1[C:5]2[CH:4]=[C:3]([CH2:1][CH3:2])[S:12][C:6]=2[N:7]=[CH:8][N:9]=1. The reactants are [CH2:1]([C:3]1[S:12][C:6]2[N:7]=[CH:8][NH:9][C:10](=O)[C:5]=2[CH:4]=1)[CH3:2].P(Cl)(Cl)(Cl)(Cl)[Cl:14]. The catalyst is P(Cl)(Cl)(Cl)=O. The yield is 1.00. (7) The reactants are [OH:1][CH2:2][C:3](=[N:6][NH:7][C:8]([O:10][C:11]([CH3:14])([CH3:13])[CH3:12])=[O:9])[CH2:4][OH:5].B.C1COCC1. The catalyst is C1COCC1. The product is [OH:1][CH2:2][CH:3]([NH:6][NH:7][C:8]([O:10][C:11]([CH3:14])([CH3:13])[CH3:12])=[O:9])[CH2:4][OH:5]. The yield is 1.00.